From a dataset of NCI-60 drug combinations with 297,098 pairs across 59 cell lines. Regression. Given two drug SMILES strings and cell line genomic features, predict the synergy score measuring deviation from expected non-interaction effect. (1) Drug 1: CCN(CC)CCCC(C)NC1=C2C=C(C=CC2=NC3=C1C=CC(=C3)Cl)OC. Drug 2: C1CC(=O)NC(=O)C1N2C(=O)C3=CC=CC=C3C2=O. Cell line: A549. Synergy scores: CSS=-1.25, Synergy_ZIP=5.60, Synergy_Bliss=4.23, Synergy_Loewe=5.21, Synergy_HSA=0.303. (2) Drug 1: C1=CC(=CC=C1C#N)C(C2=CC=C(C=C2)C#N)N3C=NC=N3. Drug 2: C(CC(=O)O)C(=O)CN.Cl. Cell line: EKVX. Synergy scores: CSS=11.4, Synergy_ZIP=-2.18, Synergy_Bliss=0.670, Synergy_Loewe=2.61, Synergy_HSA=2.65.